From a dataset of Reaction yield outcomes from USPTO patents with 853,638 reactions. Predict the reaction yield, written as a fraction of the theoretical maximum amount of product (1.0 means a 100% yield; for example, 0.34 means a 34% yield). (1) The reactants are [OH:1][C:2]1[CH:3]=[C:4]([N:8]2[C:17](=[O:18])[C:16]3[C:11](=[CH:12][CH:13]=[CH:14][C:15]=3[CH3:19])[N:10]=[C:9]2[CH:20]([NH:22][C:23]2[N:31]=[CH:30][N:29]=[C:28]3[C:24]=2[N:25]=[CH:26][N:27]3[CH2:32][O:33][CH2:34][CH2:35][Si:36]([CH3:39])([CH3:38])[CH3:37])[CH3:21])[CH:5]=[CH:6][CH:7]=1.C(N(CC)CC)C.C1C=CC(N([S:54]([C:57]([F:60])([F:59])[F:58])(=[O:56])=[O:55])[S:54]([C:57]([F:60])([F:59])[F:58])(=[O:56])=[O:55])=CC=1. The catalyst is C(Cl)Cl. The product is [CH3:19][C:15]1[CH:14]=[CH:13][CH:12]=[C:11]2[C:16]=1[C:17](=[O:18])[N:8]([C:4]1[CH:3]=[C:2]([O:1][S:54]([C:57]([F:60])([F:59])[F:58])(=[O:56])=[O:55])[CH:7]=[CH:6][CH:5]=1)[C:9]([CH:20]([NH:22][C:23]1[N:31]=[CH:30][N:29]=[C:28]3[C:24]=1[N:25]=[CH:26][N:27]3[CH2:32][O:33][CH2:34][CH2:35][Si:36]([CH3:37])([CH3:39])[CH3:38])[CH3:21])=[N:10]2. The yield is 0.770. (2) The reactants are [CH3:1][C@H:2]1[CH2:7][O:6][CH2:5][CH2:4][N:3]1[C:8]1[N:16]=[C:15]([C:17]2[CH:18]=[N:19][C:20]([NH:23]C(=O)OC(C)(C)C)=[N:21][CH:22]=2)[N:14]=[C:13]2[C:9]=1[N:10]=[C:11]([N:36]1[CH2:41][CH2:40][N:39]([S:42]([CH3:45])(=[O:44])=[O:43])[CH2:38][CH2:37]1)[N:12]2[CH2:31][C:32]([F:35])([F:34])[F:33].FC(F)(F)C(O)=O. The catalyst is C(Cl)Cl. The product is [CH3:1][C@H:2]1[CH2:7][O:6][CH2:5][CH2:4][N:3]1[C:8]1[N:16]=[C:15]([C:17]2[CH:18]=[N:19][C:20]([NH2:23])=[N:21][CH:22]=2)[N:14]=[C:13]2[C:9]=1[N:10]=[C:11]([N:36]1[CH2:37][CH2:38][N:39]([S:42]([CH3:45])(=[O:44])=[O:43])[CH2:40][CH2:41]1)[N:12]2[CH2:31][C:32]([F:34])([F:33])[F:35]. The yield is 0.830. (3) The reactants are [Br:1][C:2]1[C:10]2[C:5](=[N:6][CH:7]=[CH:8][C:9]=2Cl)[N:4]([CH2:12][C:13]2[CH:18]=[CH:17][C:16]([O:19][CH3:20])=[CH:15][CH:14]=2)[N:3]=1.[OH:21][C:22]1[CH:40]=[CH:39][C:25]([C:26]([NH:28][C:29]2[CH:34]=[C:33]([C:35]([F:38])([F:37])[F:36])[CH:32]=[CH:31][N:30]=2)=[O:27])=[CH:24][CH:23]=1.C([O-])([O-])=O.[K+].[K+]. The catalyst is CN(C=O)C.O. The product is [Br:1][C:2]1[C:10]2[C:5](=[N:6][CH:7]=[CH:8][C:9]=2[O:21][C:22]2[CH:23]=[CH:24][C:25]([C:26]([NH:28][C:29]3[CH:34]=[C:33]([C:35]([F:38])([F:36])[F:37])[CH:32]=[CH:31][N:30]=3)=[O:27])=[CH:39][CH:40]=2)[N:4]([CH2:12][C:13]2[CH:18]=[CH:17][C:16]([O:19][CH3:20])=[CH:15][CH:14]=2)[N:3]=1. The yield is 0.850. (4) The reactants are [N:1]([CH2:4][C:5]1[CH:6]=[CH:7][C:8]2[C:14]3[S:15][C:16]([C:18]([N:20]([C:22]4[CH:27]=[CH:26][CH:25]=[CH:24][C:23]=4[Cl:28])[CH3:21])=[O:19])=[CH:17][C:13]=3[CH2:12][CH2:11][O:10][C:9]=2[CH:29]=1)=[N+]=[N-]. The catalyst is CO.[Pd]. The product is [NH2:1][CH2:4][C:5]1[CH:6]=[CH:7][C:8]2[C:14]3[S:15][C:16]([C:18]([N:20]([C:22]4[CH:27]=[CH:26][CH:25]=[CH:24][C:23]=4[Cl:28])[CH3:21])=[O:19])=[CH:17][C:13]=3[CH2:12][CH2:11][O:10][C:9]=2[CH:29]=1. The yield is 0.590.